Dataset: Forward reaction prediction with 1.9M reactions from USPTO patents (1976-2016). Task: Predict the product of the given reaction. (1) Given the reactants [O:1]1[CH2:6][CH2:5][N:4]([CH2:7][C:8]2[CH:9]=[C:10]([CH:27]=[C:28](B3OC(C)(C)C(C)(C)O3)[CH:29]=2)[CH2:11][O:12][C:13]2[CH:18]=[CH:17][CH:16]=[CH:15][C:14]=2[CH2:19][C:20]([O:22][C:23]([CH3:26])([CH3:25])[CH3:24])=[O:21])[CH2:3][CH2:2]1.Br[C:40]1[C:41]([F:57])=[C:42]([CH:46]([NH:49][C:50](=[O:56])[O:51][C:52]([CH3:55])([CH3:54])[CH3:53])[CH2:47][F:48])[CH:43]=[CH:44][CH:45]=1.C(Cl)Cl.[O-]P([O-])([O-])=O.[K+].[K+].[K+], predict the reaction product. The product is: [C:52]([O:51][C:50]([NH:49][CH:46]([C:42]1[C:41]([F:57])=[C:40]([C:28]2[CH:29]=[C:8]([CH2:7][N:4]3[CH2:5][CH2:6][O:1][CH2:2][CH2:3]3)[CH:9]=[C:10]([CH2:11][O:12][C:13]3[CH:18]=[CH:17][CH:16]=[CH:15][C:14]=3[CH2:19][C:20]([O:22][C:23]([CH3:26])([CH3:25])[CH3:24])=[O:21])[CH:27]=2)[CH:45]=[CH:44][CH:43]=1)[CH2:47][F:48])=[O:56])([CH3:55])([CH3:54])[CH3:53]. (2) Given the reactants [Br:1][C:2]1[C:7](Br)=[CH:6][CH:5]=[CH:4][N:3]=1.CC([Mg]Cl)C.[CH2:14]([N:21]1[CH2:26][CH2:25][C:24](=[O:27])[CH2:23][CH2:22]1)[C:15]1[CH:20]=[CH:19][CH:18]=[CH:17][CH:16]=1, predict the reaction product. The product is: [CH2:14]([N:21]1[CH2:26][CH2:25][C:24]([OH:27])([C:7]2[C:2]([Br:1])=[N:3][CH:4]=[CH:5][CH:6]=2)[CH2:23][CH2:22]1)[C:15]1[CH:16]=[CH:17][CH:18]=[CH:19][CH:20]=1. (3) Given the reactants [CH3:1][C:2]1[CH:7]=[C:6]([C:8](=[O:17])[NH:9][CH:10]2[CH2:15][CH2:14][N:13]([CH3:16])[CH2:12][CH2:11]2)[CH:5]=[CH:4][C:3]=1[C:18]1[CH:23]=[CH:22][C:21]([CH2:24][C@H:25]([NH:48][C:49]([C@H:51]2[CH2:56][CH2:55][C@H:54]([CH2:57][NH:58]C(=O)OC(C)(C)C)[CH2:53][CH2:52]2)=[O:50])[C:26](=[O:47])[NH:27][C:28]2[CH:33]=[CH:32][C:31]([C:34]3[NH:38][N:37]=[C:36]([C:39]([F:46])([F:45])[C:40]([F:44])([F:43])[CH2:41][OH:42])[N:35]=3)=[CH:30][CH:29]=2)=[CH:20][CH:19]=1.[ClH:66].C(#N)C, predict the reaction product. The product is: [ClH:66].[NH2:58][CH2:57][C@H:54]1[CH2:55][CH2:56][C@H:51]([C:49]([NH:48][C@H:25]([C:26](=[O:47])[NH:27][C:28]2[CH:33]=[CH:32][C:31]([C:34]3[NH:38][N:37]=[C:36]([C:39]([F:46])([F:45])[C:40]([F:44])([F:43])[CH2:41][OH:42])[N:35]=3)=[CH:30][CH:29]=2)[CH2:24][C:21]2[CH:22]=[CH:23][C:18]([C:3]3[CH:4]=[CH:5][C:6]([C:8]([NH:9][CH:10]4[CH2:15][CH2:14][N:13]([CH3:16])[CH2:12][CH2:11]4)=[O:17])=[CH:7][C:2]=3[CH3:1])=[CH:19][CH:20]=2)=[O:50])[CH2:52][CH2:53]1. (4) Given the reactants [CH2:1]([N:6]1[C:16]2[C:11](=[CH:12][CH:13]=[C:14]([O:17][CH3:18])[CH:15]=2)[C:9](=O)[C:7]1=[O:8])[CH2:2][CH2:3][CH2:4][CH3:5].[CH3:19][C:20]([CH3:27])([CH3:26])[CH2:21][C:22]([NH:24][NH2:25])=[O:23], predict the reaction product. The product is: [CH3:18][O:17][C:14]1[CH:15]=[C:16]2[C:11](/[C:9](=[N:25]/[NH:24][C:22](=[O:23])[CH2:21][C:20]([CH3:27])([CH3:26])[CH3:19])/[C:7](=[O:8])[N:6]2[CH2:1][CH2:2][CH2:3][CH2:4][CH3:5])=[CH:12][CH:13]=1. (5) Given the reactants [NH2:1][C:2]1[N:7]=[CH:6][C:5](Br)=[CH:4][N:3]=1.[B:9]1([B:9]2[O:13][C:12]([CH3:15])([CH3:14])[C:11]([CH3:17])([CH3:16])[O:10]2)[O:13][C:12]([CH3:15])([CH3:14])[C:11]([CH3:17])([CH3:16])[O:10]1.C([O-])(=O)C.[K+], predict the reaction product. The product is: [CH3:16][C:11]1([CH3:17])[C:12]([CH3:15])([CH3:14])[O:13][B:9]([C:5]2[CH:4]=[N:3][C:2]([NH2:1])=[N:7][CH:6]=2)[O:10]1. (6) Given the reactants [H-].[Na+].[CH:3]([O:5][CH2:6][CH3:7])=[O:4].[CH2:8]([O:15][CH2:16][C:17](OCC)=[O:18])[C:9]1[CH:14]=[CH:13][CH:12]=[CH:11][CH:10]=1, predict the reaction product. The product is: [CH2:8]([O:15][CH:16]([CH:17]=[O:18])[C:3]([O:5][CH2:6][CH3:7])=[O:4])[C:9]1[CH:14]=[CH:13][CH:12]=[CH:11][CH:10]=1. (7) The product is: [NH:30]1[C:29]2[CH:31]=[CH:32][CH:33]=[CH:34][C:28]=2[N:27]=[C:26]1[C@@H:22]1[CH2:23][CH2:24][CH2:25][N:21]1[C:14]([C@H:13]([CH2:17][CH2:18][CH2:19][CH3:20])[CH2:12][N:9]([OH:8])[CH:10]=[O:11])=[O:15]. Given the reactants C([O:8][N:9]([CH2:12][C@@H:13]([CH2:17][CH2:18][CH2:19][CH3:20])[C:14](O)=[O:15])[CH:10]=[O:11])C1C=CC=CC=1.[NH:21]1[CH2:25][CH2:24][CH2:23][C@H:22]1[C:26]1[NH:30][C:29]2[CH:31]=[CH:32][CH:33]=[CH:34][C:28]=2[N:27]=1, predict the reaction product. (8) Given the reactants Br[C:2]1[CH:7]=[C:6]([C:8]([F:11])([F:10])[F:9])[CH:5]=[CH:4][C:3]=1[S:12]([N:15]1[CH2:20][CH2:19][N:18]([C:21]([O:23][C:24]([CH3:27])([CH3:26])[CH3:25])=[O:22])[C@@H:17]([CH3:28])[CH2:16]1)(=[O:14])=[O:13].[C:29](=O)([O-])[O-].[K+].[K+].CB1OB(C)OB(C)O1.CCOC(C)=O, predict the reaction product. The product is: [CH3:28][C@H:17]1[CH2:16][N:15]([S:12]([C:3]2[CH:4]=[CH:5][C:6]([C:8]([F:11])([F:10])[F:9])=[CH:7][C:2]=2[CH3:29])(=[O:14])=[O:13])[CH2:20][CH2:19][N:18]1[C:21]([O:23][C:24]([CH3:27])([CH3:26])[CH3:25])=[O:22].